From a dataset of Experimentally validated miRNA-target interactions with 360,000+ pairs, plus equal number of negative samples. Binary Classification. Given a miRNA mature sequence and a target amino acid sequence, predict their likelihood of interaction. (1) The miRNA is hsa-miR-197-5p with sequence CGGGUAGAGAGGGCAGUGGGAGG. The protein sequence of the target gene is MSVQVVSAAAAAKVPEVELKDLSPSEAESQLGLSTAAVGAMAPPAGGGDPEAPAPAAERPPVPGPGSGPAAALSPAAGKVPQASAMKRSDPHHQHQRHRDGGEALVSPDGTVTEAPRTVKKQIQFADQKQEFNKRPTKIGRRSLSRSISQSSTDSYSSAASYTDSSDDETSPRDKQQKNSKGSSDFCVKNIKQAEFGRREIEIAEQEMPALMALRKRAQGEKPLAGAKIVGCTHITAQTAVLMETLGALGAQCRWAACNIYSTLNEVAAALAESGFPVFAWKGESEDDFWWCIDRCVNVE.... Result: 1 (interaction). (2) The miRNA is hsa-miR-548ae-5p with sequence AAAAGUAAUUGUGGUUUUUG. The protein sequence of the target gene is MALAIQLRQPSRAQPLPGLSHTLAGTDSCDVCNSTNLPEVEIISLLEEQLPHYKLRADTIYGYDHDDWLHTPLISPDANIDLTTEQIEETLKYFLLCAERVGQMTKTYNDIDAVTRLLEEKERDLELAARIGQSLLKKNKTLTERNELLEEQVEHIREEVSQLRHELSMKDELLQFYTSAAEESEPESVCSTPLKRNESSSSVQNYFHLDSLQKKLKDLEEENVVLRSEACQLKTETITYEEKEQQLVNDCVKELRDANVQIASISEELAKKTEDAARQQEEITHLLSQIVDLQKKAKSC.... Result: 0 (no interaction). (3) The miRNA is hsa-miR-548o-3p with sequence CCAAAACUGCAGUUACUUUUGC. The protein sequence of the target gene is MEAGGVADSFLSSACVLFTLGMFSTGLSDLRHMQRTRSVDNIQFLPFLTTDVNNLSWLSYGVLKGDGTLIIVNSVGAVLQTLYILAYLHYSPQKHGVLLQTATLLAVLLLGYGYFWLLVPDLEARLQQLGLFCSVFTISMYLSPLADLAKIVQTKSTQRLSFSLTIATLFCSASWSIYGFRLRDPYITVPNLPGILTSLIRLGLFCKYPPEQDRKYRLLQT. Result: 0 (no interaction). (4) The miRNA is hsa-miR-6883-5p with sequence AGGGAGGGUGUGGUAUGGAUGU. The protein sequence of the target gene is MFSVLSYGRLVARAVLGGLSQTDPRAGGGGGGDYGLVTAGCGFGKDFRKGLLKKGACYGDDACFVARHRSADVLGVADGVGGWRDYGVDPSQFSGTLMRTCERLVKEGRFVPSNPIGILTTSYCELLQNKVPLLGSSTACIVVLDRTSHRLHTANLGDSGFLVVRGGEVVHRSDEQQHYFNTPFQLSIAPPEAEGVVLSDSPDAADSTSFDVQLGDIILTATDGLFDNMPDYMILQELKKLKNSNYESIQQTARSIAEQAHELAYDPNYMSPFAQFACDNGLNVRGGKPDDITVLLSIVA.... Result: 1 (interaction). (5) The miRNA is mmu-miR-1951 with sequence GUAGUGGAGACUGGUGUGGCUA. The protein sequence of the target gene is MAKSSLAGSDGALTWVNNATKKEELETANKNDSTKKLSVERVYQKKTQLEHILLRPDTYIGSVEPLTQLMWVYDEDVGMNCREVTFVPGLYKIFDEILVNAADNKQRDKNMTCIKVSIDPESNIISIWNNGKGIPVVEHKVEKVYVPALIFGQLLTSSNYDDDEKKVTGGRNGYGAKLCNIFSTKFTVETACKEYKHSFKQTWMNNMMKTSEAKIKHFDGEDYTCITFQPDLSKFKMEKLDKDIVALMTRRAYDLAGSCKGVKVMFNGKKLPVNGFRSYVDLYVKDKLDETGVALKVIHE.... Result: 0 (no interaction). (6) Result: 1 (interaction). The protein sequence of the target gene is MECDLMETDILESLEDLGYKGPLLEDGALSQAVSAGASSPEFTKLCAWLVSELRVLCKLEENVQATNSPSEAEEFQLEVSGLLGEMNCPYLSLTSGDVTKRLLIQKNCLLLLTYLISELEAARMLCVNAPPKKAQEGGGSEVFQELKGICIALGMSKPPANITMFQFFSGIEKKLKETLAKVPPNHVGKPLLKKPMGPAHWEKIEAINQAIANEYEVRRKLLIKRLDVTVQSFGWSDRAKSQTEKLAKVYQPKRSVLSPKTTISVAHLLAARQDLSKILRTSSGSIREKTACAINKVLMG.... The miRNA is hsa-miR-544a with sequence AUUCUGCAUUUUUAGCAAGUUC. (7) The miRNA is hsa-miR-4438 with sequence CACAGGCUUAGAAAAGACAGU. The protein sequence of the target gene is METVPPAVDLVLGASACCLACVFTNPLEVVKTRLQLQGELQARGTYPRPYHGFIASVAAVARADGLWGLQKGLAAGLLYQGLMNGVRFYCYSLACQAGLTQQPGGTVVAGAVAGALGAFVGSPAYLIKTQLQAQTVAAVAVGHQHNHQTVLGALETIWRQQGLLGLWQGVGGAVPRVMVGSAAQLATFASAKAWVQKQQWLPEDSWLVALAGGMISSIAVVVVMTPFDVVSTRLYNQPVDTAGRGQLYGGLTDCMVKIWRQEGPLALYKGLGPAYLRLGPHTILSMLFWDELRKLAGRAQ.... Result: 0 (no interaction). (8) The miRNA is hsa-miR-1225-3p with sequence UGAGCCCCUGUGCCGCCCCCAG. The protein sequence of the target gene is METPEVPVGSLIDFGPEAPTSSPLEAPPPVLQDGDGSLGDGASESETTESADSENDMGESPSHPSWDQDRRSSSNESFSSNQSTESTQDEETLALRDFMRGYVEKIFSGGEDLDQEEKAKFGEYCSSENGKGREWFARYVSAQRCNSKCVSEATFYRLVQSFAVVLFECHQMDDFGPAKNLMTMCFTYYHIGKPQLLPPESREKPAGSIDSYLKSANSWLAEKKDIAERLLKNTSARTENVKGFFGGLETKLKGPLARRNEEDENKPQEKRPRAVTAYSPEDEKKGEKIYLYTHLKQQPI.... Result: 1 (interaction). (9) The miRNA is hsa-miR-3924 with sequence AUAUGUAUAUGUGACUGCUACU. The protein sequence of the target gene is MAEEAAPSESRAAGRLSLELCAEALPGRREEVGHEDTASHRRPRADPRRWASGLLLLLWLLEAPLLLGVRAQAAGQVSGPGQQAPPPPQPQQSGQQYNGERGISIPDHGYCQPISIPLCTDIAYNQTIMPNLLGHTNQEDAGLEVHQFYPLVKVQCSAELKFFLCSMYAPVCTVLEQALPPCRSLCERARQGCEALMNKFGFQWPDTLKCEKFPVHGAGELCVGQNTSDKGTPTPSLLPEFWTSNPQHGGGGYRGGYPGGAGTVERGKFSCPRALRVPSYLNYHFLGEKDCGAPCEPTKV.... Result: 0 (no interaction). (10) The miRNA is hsa-miR-4314 with sequence CUCUGGGAAAUGGGACAG. The protein sequence of the target gene is MGVPAFFRWLSRKYPSIIVNCVEEKPKECNGVKIPVDASKPNPNDVEFDNLYLDMNGIIHPCTHPEDKPAPKNEDEMMVAIFEYIDRLFSIVRPRRLLYMAIDGVAPRAKMNQQRSRRFRASKEGMEAAVEKQRVREEILAKGGFLPPEEIKERFDSNCITPGTEFMDNLAKCLRYYIADRLNNDPGWKNLTVILSDASAPGEGEHKIMDYIRRQRAQPNHDPNTHHCLCGADADLIMLGLATHEPNFTIIREEFKPNKPKPCGLCNQFGHEVKDCEGLPREKKGKHDELADSLPCAEGE.... Result: 0 (no interaction).